This data is from Forward reaction prediction with 1.9M reactions from USPTO patents (1976-2016). The task is: Predict the product of the given reaction. Given the reactants [O:1]=[C:2]1[NH:10][C:5]2=[N:6][CH:7]=[CH:8][CH:9]=[C:4]2[N:3]1[CH:11]1[CH2:16][CH2:15][N:14]([C:17]([O:19][C@H:20]2[C:30]3[C:25](=[N:26][CH:27]=[CH:28][N:29]=3)[C@@H:24]([NH:31]C(OC(C)(C)C)=O)[C@H:23]([C:39]3[CH:44]=[CH:43][CH:42]=[C:41]([F:45])[C:40]=3[F:46])[CH2:22][CH2:21]2)=[O:18])[CH2:13][CH2:12]1.FC(F)(F)C(O)=O.CO, predict the reaction product. The product is: [O:1]=[C:2]1[NH:10][C:5]2=[N:6][CH:7]=[CH:8][CH:9]=[C:4]2[N:3]1[CH:11]1[CH2:12][CH2:13][N:14]([C:17]([O:19][C@H:20]2[C:30]3[C:25](=[N:26][CH:27]=[CH:28][N:29]=3)[C@@H:24]([NH2:31])[C@H:23]([C:39]3[CH:44]=[CH:43][CH:42]=[C:41]([F:45])[C:40]=3[F:46])[CH2:22][CH2:21]2)=[O:18])[CH2:15][CH2:16]1.